From a dataset of Full USPTO retrosynthesis dataset with 1.9M reactions from patents (1976-2016). Predict the reactants needed to synthesize the given product. Given the product [CH3:1][C:2]1[CH:10]=[CH:9][CH:8]=[CH:7][C:3]=1[C:4]([NH:19][CH2:18][CH:17]([N:11]1[CH2:12][CH2:13][O:14][CH2:15][CH2:16]1)[C:20]1[CH:25]=[CH:24][CH:23]=[CH:22][N:21]=1)=[O:6], predict the reactants needed to synthesize it. The reactants are: [CH3:1][C:2]1[CH:10]=[CH:9][CH:8]=[CH:7][C:3]=1[C:4]([OH:6])=O.[N:11]1([CH:17]([C:20]2[CH:25]=[CH:24][CH:23]=[CH:22][N:21]=2)[CH2:18][NH2:19])[CH2:16][CH2:15][O:14][CH2:13][CH2:12]1.